Task: Predict the product of the given reaction.. Dataset: Forward reaction prediction with 1.9M reactions from USPTO patents (1976-2016) Given the reactants [CH2:1]([N:3]1[CH:7]=[C:6]([CH2:8]O)[N:5]=[CH:4]1)[CH3:2].S(Cl)([Cl:12])=O, predict the reaction product. The product is: [ClH:12].[Cl:12][CH2:8][C:6]1[N:5]=[CH:4][N:3]([CH2:1][CH3:2])[CH:7]=1.